This data is from Full USPTO retrosynthesis dataset with 1.9M reactions from patents (1976-2016). The task is: Predict the reactants needed to synthesize the given product. (1) Given the product [F:16][C:15]1[CH:14]=[C:13]([C:17]([OH:20])([CH3:18])[CH3:19])[CH:12]=[C:11]([F:21])[C:10]=1[C:4]1[S:3][C:2]([NH:1][C:23]2[N:28]=[C:27]3[CH2:29][N:30]([CH2:33][CH2:34][OH:35])[C:31](=[O:32])[C:26]3=[CH:25][CH:24]=2)=[C:6]([C:7]([NH2:9])=[O:8])[CH:5]=1, predict the reactants needed to synthesize it. The reactants are: [NH2:1][C:2]1[S:3][C:4]([C:10]2[C:15]([F:16])=[CH:14][C:13]([C:17]([OH:20])([CH3:19])[CH3:18])=[CH:12][C:11]=2[F:21])=[CH:5][C:6]=1[C:7]([NH2:9])=[O:8].Cl[C:23]1[N:28]=[C:27]2[CH2:29][N:30]([CH2:33][CH2:34][OH:35])[C:31](=[O:32])[C:26]2=[CH:25][CH:24]=1.C([O-])([O-])=O.[K+].[K+].CC(C1C=C(C(C)C)C(C2C=CC=CC=2P(C2CCCCC2)C2CCCCC2)=C(C(C)C)C=1)C.C(O)(CC)(C)C. (2) Given the product [NH3:1].[ClH:38].[N:24]1[C:29]2[O:30][CH2:31][CH2:32][O:33][C:28]=2[CH:27]=[C:26]([CH2:34][NH:1][CH:2]2[CH2:7][CH2:6][N:5]([CH2:8][CH:9]3[C:18]4[C:13]5=[C:14]([CH:20]=[CH:21][C:22](=[O:23])[N:12]5[CH2:11][CH2:10]3)[CH:15]=[CH:16][C:17]=4[F:19])[CH2:4][CH2:3]2)[N:25]=1, predict the reactants needed to synthesize it. The reactants are: [NH2:1][CH:2]1[CH2:7][CH2:6][N:5]([CH2:8][CH:9]2[C:18]3[C:13]4=[C:14]([CH:20]=[CH:21][C:22](=[O:23])[N:12]4[CH2:11][CH2:10]2)[CH:15]=[CH:16][C:17]=3[F:19])[CH2:4][CH2:3]1.[N:24]1[C:29]2[O:30][CH2:31][CH2:32][O:33][C:28]=2[CH:27]=[C:26]([CH:34]=O)[N:25]=1.CO.[Cl:38]CCl. (3) Given the product [C:1]([C:3]1[CH:8]=[CH:7][C:6]([CH:9]2[CH2:10][CH2:11][N:12]([C:15]([C:17]3[CH:18]=[CH:19][C:20]([CH3:36])=[C:21]([NH:23][S:24]([C:27]4[CH:28]=[C:29]([CH:33]=[CH:34][CH:35]=4)[C:30]([NH:40][CH:37]([CH3:39])[CH3:38])=[O:32])(=[O:25])=[O:26])[CH:22]=3)=[O:16])[CH2:13][CH2:14]2)=[CH:5][CH:4]=1)#[N:2], predict the reactants needed to synthesize it. The reactants are: [C:1]([C:3]1[CH:8]=[CH:7][C:6]([CH:9]2[CH2:14][CH2:13][N:12]([C:15]([C:17]3[CH:18]=[CH:19][C:20]([CH3:36])=[C:21]([NH:23][S:24]([C:27]4[CH:28]=[C:29]([CH:33]=[CH:34][CH:35]=4)[C:30]([OH:32])=O)(=[O:26])=[O:25])[CH:22]=3)=[O:16])[CH2:11][CH2:10]2)=[CH:5][CH:4]=1)#[N:2].[CH:37]([NH2:40])([CH3:39])[CH3:38]. (4) Given the product [Br:1][C:2]1[CH:7]=[CH:6][C:5]([C:8]2[CH:9]=[CH:10][NH:11][N:16]=2)=[CH:4][CH:3]=1, predict the reactants needed to synthesize it. The reactants are: [Br:1][C:2]1[CH:7]=[CH:6][C:5]([C:8](=O)/[CH:9]=[CH:10]/[N:11](C)C)=[CH:4][CH:3]=1.O.[NH2:16]N. (5) Given the product [C:26]([N:29]1[CH2:33][CH2:32][N:31]([C:2]2[N:7]=[N:6][C:5]([C:8]([N:10]3[CH2:15][CH2:14][N:13]([C:16]4[C:21]([CH3:22])=[CH:20][C:19]([CH:23]5[CH2:25][CH2:24]5)=[CH:18][N:17]=4)[CH2:12][CH2:11]3)=[O:9])=[CH:4][CH:3]=2)[C:30]1=[O:34])(=[O:28])[CH3:27], predict the reactants needed to synthesize it. The reactants are: Cl[C:2]1[N:7]=[N:6][C:5]([C:8]([N:10]2[CH2:15][CH2:14][N:13]([C:16]3[C:21]([CH3:22])=[CH:20][C:19]([CH:23]4[CH2:25][CH2:24]4)=[CH:18][N:17]=3)[CH2:12][CH2:11]2)=[O:9])=[CH:4][CH:3]=1.[C:26]([N:29]1[CH2:33][CH2:32][NH:31][C:30]1=[O:34])(=[O:28])[CH3:27]. (6) Given the product [NH2:10][CH:9]([CH2:14][C:15]1[CH:20]=[CH:19][C:18]([C:21]([F:24])([F:22])[F:23])=[C:17]([F:25])[CH:16]=1)[CH:8]([C:5]1[CH:6]=[CH:7][C:2]([F:1])=[CH:3][CH:4]=1)[OH:12], predict the reactants needed to synthesize it. The reactants are: [F:1][C:2]1[CH:7]=[CH:6][C:5]([CH:8]2[O:12]C(=O)[NH:10][CH:9]2[CH2:14][C:15]2[CH:20]=[CH:19][C:18]([C:21]([F:24])([F:23])[F:22])=[C:17]([F:25])[CH:16]=2)=[CH:4][CH:3]=1.[OH-].[Na+]. (7) Given the product [C:18]1([C:17]2[N:24]=[C:13]([C@@H:9]3[CH2:10][CH2:11][CH2:12][N:8]3[C:6]([C:2]3[S:1][CH:5]=[CH:4][CH:3]=3)=[O:7])[O:15][N:16]=2)[CH:23]=[CH:22][CH:21]=[CH:20][CH:19]=1, predict the reactants needed to synthesize it. The reactants are: [S:1]1[CH:5]=[CH:4][CH:3]=[C:2]1[C:6]([N:8]1[CH2:12][CH2:11][CH2:10][C@H:9]1[C:13]([O:15][NH:16][C:17](=[NH:24])[C:18]1[CH:23]=[CH:22][CH:21]=[CH:20][CH:19]=1)=O)=[O:7]. (8) Given the product [CH:24]1([CH2:27][N:28]2[C:32](=[O:33])[N:31]([C:34]3[S:35][C:36]([C:40]([OH:42])=[O:41])=[C:37]([CH3:39])[N:38]=3)[CH:30]=[N:29]2)[CH2:25][CH2:26]1, predict the reactants needed to synthesize it. The reactants are: FC1(F)CC1CN1CCN(C2SC(C(OCC)=O)=C(C)N=2)C1=O.[CH:24]1([CH2:27][N:28]2[C:32](=[O:33])[N:31]([C:34]3[S:35][C:36]([C:40]([O:42]CC)=[O:41])=[C:37]([CH3:39])[N:38]=3)[CH:30]=[N:29]2)[CH2:26][CH2:25]1.